This data is from Forward reaction prediction with 1.9M reactions from USPTO patents (1976-2016). The task is: Predict the product of the given reaction. (1) Given the reactants [NH2:1][C:2]1[CH:7]=[CH:6][C:5]([C:8]2[N:13]=[C:12]([C:14]([OH:16])=[O:15])[CH:11]=[C:10]([N:17]3[CH2:22][CH2:21][O:20][CH2:19][C@@H:18]3[CH3:23])[N:9]=2)=[CH:4][CH:3]=1.S(=O)(=O)(O)O.[CH3:29]O, predict the reaction product. The product is: [NH2:1][C:2]1[CH:7]=[CH:6][C:5]([C:8]2[N:13]=[C:12]([C:14]([O:16][CH3:29])=[O:15])[CH:11]=[C:10]([N:17]3[CH2:22][CH2:21][O:20][CH2:19][C@@H:18]3[CH3:23])[N:9]=2)=[CH:4][CH:3]=1. (2) The product is: [Cl:1][C:2]1[CH:3]=[C:4]([CH2:9][C@@H:10]([OH:14])[C:11]([OH:13])=[O:12])[CH:5]=[CH:6][C:7]=1[CH3:8]. Given the reactants [Cl:1][C:2]1[CH:3]=[C:4]([CH2:9][C:10](=[O:14])[C:11]([OH:13])=[O:12])[CH:5]=[CH:6][C:7]=1[CH3:8].C(N(CC)CC)C, predict the reaction product. (3) Given the reactants [CH2:1]=O.[C:3]([OH:6])(=O)[CH3:4].[C:7]([BH3-])#[N:8].[Na+].[Cl:11][C:12]1[CH:59]=[CH:58][C:15]([CH2:16][CH:17]2[N:22]3[C:23](=[O:53])[CH:24]([NH:38][C:39]([CH:41]4[CH2:45][CH2:44][CH2:43][N:42]4C(=O)C(N)C(C)C)=[O:40])[CH2:25][N:26]([S:27]([C:30]4[CH:35]=[CH:34][C:33]([Cl:36])=[CH:32][C:31]=4[Cl:37])(=[O:29])=[O:28])[CH:21]3[CH2:20][N:19]([CH:54]([CH3:56])[CH3:55])[C:18]2=[O:57])=[CH:14][CH:13]=1.[CH2:60]1[CH2:64]OC[CH2:61]1, predict the reaction product. The product is: [Cl:11][C:12]1[CH:13]=[CH:14][C:15]([CH2:16][CH:17]2[N:22]3[C:23](=[O:53])[CH:24]([NH:38][C:39]([CH:41]4[CH2:45][CH2:44][CH2:43][N:42]4[C:3](=[O:6])[CH:4]([N:8]([CH3:7])[CH3:1])[CH:60]([CH3:64])[CH3:61])=[O:40])[CH2:25][N:26]([S:27]([C:30]4[CH:35]=[CH:34][C:33]([Cl:36])=[CH:32][C:31]=4[Cl:37])(=[O:29])=[O:28])[CH:21]3[CH2:20][N:19]([CH:54]([CH3:55])[CH3:56])[C:18]2=[O:57])=[CH:58][CH:59]=1. (4) The product is: [CH3:32][C:23]1[CH:24]=[C:25]([S:28]([CH3:31])(=[O:30])=[O:29])[CH:26]=[CH:27][C:22]=1[C:9]1[C:10]2[CH:17]=[C:16]([CH:18]=[O:19])[CH:15]=[CH:14][C:11]=2[S:12][CH:13]=1. Given the reactants CC1(C)C(C)(C)OB([C:9]2[C:10]3[CH:17]=[C:16]([CH2:18][OH:19])[CH:15]=[CH:14][C:11]=3[S:12][CH:13]=2)O1.Br[C:22]1[CH:27]=[CH:26][C:25]([S:28]([CH3:31])(=[O:30])=[O:29])=[CH:24][C:23]=1[CH3:32].C([O-])([O-])=O.[Cs+].[Cs+], predict the reaction product. (5) Given the reactants S(=O)(=O)(O)O.[F:6][CH2:7][C:8]([CH2:17][F:18])([CH2:15][F:16])[C:9]([OH:14])([CH2:12][CH3:13])[C:10]#[N:11].[OH2:19], predict the reaction product. The product is: [F:6][CH2:7][C:8]([CH2:15][F:16])([CH2:17][F:18])[C:9]([OH:14])([CH2:12][CH3:13])[C:10]([NH2:11])=[O:19]. (6) Given the reactants [CH:1]1([C:4]2[N:5]([CH2:12][O:13][CH2:14][CH2:15][Si:16]([CH3:19])([CH3:18])[CH3:17])[CH:6]=[C:7]([C:9]([OH:11])=O)[N:8]=2)[CH2:3][CH2:2]1.[NH2:20][C@@H:21]([CH3:38])[CH2:22][N:23]1[CH:27]=[CH:26][C:25]([C:28]2[CH:35]=[C:34]([F:36])[C:31]([C:32]#[N:33])=[C:30]([Cl:37])[CH:29]=2)=[N:24]1, predict the reaction product. The product is: [Cl:37][C:30]1[CH:29]=[C:28]([C:25]2[CH:26]=[CH:27][N:23]([CH2:22][C@@H:21]([NH:20][C:9]([C:7]3[N:8]=[C:4]([CH:1]4[CH2:2][CH2:3]4)[N:5]([CH2:12][O:13][CH2:14][CH2:15][Si:16]([CH3:19])([CH3:18])[CH3:17])[CH:6]=3)=[O:11])[CH3:38])[N:24]=2)[CH:35]=[C:34]([F:36])[C:31]=1[C:32]#[N:33]. (7) Given the reactants [NH2:1][C:2]1[S:3][CH:4]=[C:5]([C:7]([O:9]CC)=O)[N:6]=1.O.[NH3:13], predict the reaction product. The product is: [NH2:1][C:2]1[S:3][CH:4]=[C:5]([C:7]([NH2:13])=[O:9])[N:6]=1.